From a dataset of Tyrosyl-DNA phosphodiesterase HTS with 341,365 compounds. Binary Classification. Given a drug SMILES string, predict its activity (active/inactive) in a high-throughput screening assay against a specified biological target. (1) The molecule is Clc1ccc(CS(=O)(=O)CC2(O)CCN(CC2)C(=O)C(C)(C)C)cc1. The result is 0 (inactive). (2) The drug is O=C1N(C(=O)C2C1C1CC(C(c3c(C1=C(C2)COC)cccc3)C[N+]([O-])=O)(C(OC)=O)C(OC)=O)c1ccccc1. The result is 0 (inactive).